From a dataset of Full USPTO retrosynthesis dataset with 1.9M reactions from patents (1976-2016). Predict the reactants needed to synthesize the given product. (1) Given the product [O:1]=[C:2]1[C@H:8]([NH:9][C:34](=[O:35])[O:36][C:37]([CH3:38])([CH3:39])[CH3:40])[CH2:7][CH2:6][C@@H:5]([C:20]2[CH:25]=[CH:24][CH:23]=[CH:22][CH:21]=2)[CH2:4][NH:3]1, predict the reactants needed to synthesize it. The reactants are: [O:1]=[C:2]1[C@H:8]([NH:9]C(=O)OCC2C=CC=CC=2)[CH2:7][CH:6]=[C:5]([C:20]2[CH:25]=[CH:24][CH:23]=[CH:22][CH:21]=2)[CH2:4][NH:3]1.[C:34](O[C:34]([O:36][C:37]([CH3:40])([CH3:39])[CH3:38])=[O:35])([O:36][C:37]([CH3:40])([CH3:39])[CH3:38])=[O:35]. (2) Given the product [NH2:2][C:3]1[N:8]=[C:7]([C:9]2[CH:18]=[C:17]3[C:12]([CH2:13][CH2:14][N:15]([C:19]4[CH:20]=[CH:21][C:22]([C:25]([NH:44][CH3:48])=[O:27])=[N:23][CH:24]=4)[CH2:16]3)=[CH:11][CH:10]=2)[CH:6]=[C:5]([N:28]2[CH2:29][CH2:30][N:31]([CH3:34])[CH2:32][CH2:33]2)[N:4]=1, predict the reactants needed to synthesize it. The reactants are: Cl.[NH2:2][C:3]1[N:8]=[C:7]([C:9]2[CH:18]=[C:17]3[C:12]([CH2:13][CH2:14][N:15]([C:19]4[CH:20]=[CH:21][C:22]([C:25]([OH:27])=O)=[N:23][CH:24]=4)[CH2:16]3)=[CH:11][CH:10]=2)[CH:6]=[C:5]([N:28]2[CH2:33][CH2:32][N:31]([CH3:34])[CH2:30][CH2:29]2)[N:4]=1.CN.F[P-](F)(F)(F)(F)F.[N:44]1(O[P+](N(C)C)(N(C)C)N(C)C)[C:48]2C=CC=CC=2N=N1.CN1CCOCC1. (3) Given the product [N:12]1([S:6]([N:9]2[CH2:2][CH2:3][O:4][C:10]2=[O:11])(=[O:8])=[O:7])[C:20]2[C:15](=[CH:16][CH:17]=[CH:18][CH:19]=2)[CH2:14][CH2:13]1, predict the reactants needed to synthesize it. The reactants are: Br[CH2:2][CH2:3][OH:4].Cl[S:6]([N:9]=[C:10]=[O:11])(=[O:8])=[O:7].[NH:12]1[C:20]2[C:15](=[CH:16][CH:17]=[CH:18][CH:19]=2)[CH2:14][CH2:13]1.Cl. (4) Given the product [Cl:1][C:2]1[CH:7]=[C:6]([I:8])[CH:5]=[CH:4][C:3]=1[NH:9][C:10]1[N:15]([CH3:16])[C:14](=[O:17])[N:13]([CH3:18])[C:12](=[O:19])[C:11]=1[C:20]([NH:37][O:36][CH2:35][C@H:33]1[CH2:32][O:31][C:30]([CH3:38])([CH3:29])[O:34]1)=[O:21], predict the reactants needed to synthesize it. The reactants are: [Cl:1][C:2]1[CH:7]=[C:6]([I:8])[CH:5]=[CH:4][C:3]=1[NH:9][C:10]1[N:15]([CH3:16])[C:14](=[O:17])[N:13]([CH3:18])[C:12](=[O:19])[C:11]=1[C:20](OC1C=CC=CC=1)=[O:21].[CH3:29][C:30]1([CH3:38])[O:34][C@@H:33]([CH2:35][O:36][NH2:37])[CH2:32][O:31]1. (5) The reactants are: [F:1][C:2]1[CH:10]=[CH:9][C:8]2[NH:7][C:6]3[CH2:11][CH2:12][N:13]([CH3:15])[CH2:14][C:5]=3[C:4]=2[CH:3]=1.N1CCC[C@H]1C(O)=O.P([O-])([O-])([O-])=O.[K+].[K+].[K+].Br[CH:33]=[C:34]([C:36]1[CH:37]=[CH:38][C:39]([CH3:42])=[N:40][CH:41]=1)[CH3:35]. Given the product [F:1][C:2]1[CH:10]=[CH:9][C:8]2[N:7](/[CH:33]=[C:34](/[C:36]3[CH:41]=[N:40][C:39]([CH3:42])=[CH:38][CH:37]=3)\[CH3:35])[C:6]3[CH2:11][CH2:12][N:13]([CH3:15])[CH2:14][C:5]=3[C:4]=2[CH:3]=1, predict the reactants needed to synthesize it.